Dataset: Peptide-MHC class II binding affinity with 134,281 pairs from IEDB. Task: Regression. Given a peptide amino acid sequence and an MHC pseudo amino acid sequence, predict their binding affinity value. This is MHC class II binding data. (1) The peptide sequence is EKKYFAATQFEPLTA. The MHC is HLA-DPA10201-DPB11401 with pseudo-sequence HLA-DPA10201-DPB11401. The binding affinity (normalized) is 0.673. (2) The peptide sequence is KLIGGIGGFIKVRQYDQIPI. The MHC is HLA-DPA10301-DPB10402 with pseudo-sequence HLA-DPA10301-DPB10402. The binding affinity (normalized) is 0.283. (3) The peptide sequence is SQDLELSWNLNGLQAY. The MHC is HLA-DPA10301-DPB10402 with pseudo-sequence HLA-DPA10301-DPB10402. The binding affinity (normalized) is 0.399.